This data is from Choline transporter screen with 302,306 compounds. The task is: Binary Classification. Given a drug SMILES string, predict its activity (active/inactive) in a high-throughput screening assay against a specified biological target. (1) The molecule is O1CCN(CCn2c(CCCC)cc=3c(c2)C(=O)C(OC(=O)c2ccc(OC)cc2)(C(=O)C3c2occc2)C)CC1. The result is 0 (inactive). (2) The molecule is Clc1ccc(S(=O)(=O)CCC(=O)Nc2sc3c(CCN(C3)C(OC)=O)c2C(=O)NC)cc1. The result is 0 (inactive). (3) The molecule is O1CCOC=C1c1oc(NC(=O)c2ccc(N(C)C)cc2)nn1. The result is 0 (inactive). (4) The compound is S1CCN(CC1)Cc1nc(oc1C)c1cc(F)cc(F)c1. The result is 0 (inactive). (5) The compound is S(=O)(=O)(c1n2C(=N)/C(=C\c3ccc(OS(=O)(=O)c4ccccc4)cc3)C(=O)N=c2sn1)CC. The result is 1 (active). (6) The result is 0 (inactive). The molecule is FC(F)(F)C(O)(c1c(oc(c1)C(OCC)=O)/N=C\N(C)C)C(OC)=O. (7) The molecule is S(Cc1ccccc1)c1nn2c(n1)ncc(c2)C#N. The result is 0 (inactive). (8) The compound is Clc1cc(NC(=O)c2nccnc2)c(Oc2ccc(cc2)C)cc1. The result is 0 (inactive). (9) The compound is P([O-])(=O)(c1[n+](c2c([nH]1)cccc2)CC)c1ccccc1. The result is 0 (inactive).